Dataset: Reaction yield outcomes from USPTO patents with 853,638 reactions. Task: Predict the reaction yield, written as a fraction of the theoretical maximum amount of product (1.0 means a 100% yield; for example, 0.34 means a 34% yield). (1) The reactants are [N:1]([CH2:4][CH2:5][CH2:6][C@:7]1([C:25]2[CH:30]=[CH:29][CH:28]=[CH:27][CH:26]=2)[N:11]([C:12](=[O:16])[C@@H:13]([OH:15])[CH3:14])[N:10]=[C:9]([C:17]2[CH:22]=[C:21]([F:23])[CH:20]=[CH:19][C:18]=2[F:24])[S:8]1)=[N+:2]=[N-:3].[CH3:31]I.[H-].[Na+].[NH4+].[Cl-]. The catalyst is CN(C=O)C. The product is [N:1]([CH2:4][CH2:5][CH2:6][C@:7]1([C:25]2[CH:30]=[CH:29][CH:28]=[CH:27][CH:26]=2)[N:11]([C:12](=[O:16])[C@@H:13]([O:15][CH3:31])[CH3:14])[N:10]=[C:9]([C:17]2[CH:22]=[C:21]([F:23])[CH:20]=[CH:19][C:18]=2[F:24])[S:8]1)=[N+:2]=[N-:3]. The yield is 9.40. (2) The reactants are [CH2:1]([N:3]([CH2:36][CH3:37])[CH2:4][CH2:5][CH2:6][NH:7][C:8]1[N:9]=[C:10]([C:27]2[CH:28]=[C:29]([CH:33]=[CH:34][CH:35]=2)[C:30](O)=[O:31])[C:11]2[CH:17]=[CH:16][C:15](=[O:18])[N:14]([C:19]3[C:24]([F:25])=[CH:23][CH:22]=[CH:21][C:20]=3[F:26])[C:12]=2[N:13]=1)[CH3:2].CN(C(O[N:46]1N=N[C:48]2[CH:49]=[CH:50][CH:51]=[CH:52][C:47]1=2)=[N+](C)C)C.F[P-](F)(F)(F)(F)F.C(N(CC)CC)C.NC1C=CC=CC=1. The catalyst is CN(C=O)C. The product is [CH2:1]([N:3]([CH2:36][CH3:37])[CH2:4][CH2:5][CH2:6][NH:7][C:8]1[N:9]=[C:10]([C:27]2[CH:28]=[C:29]([CH:33]=[CH:34][CH:35]=2)[C:30]([NH:46][C:47]2[CH:52]=[CH:51][CH:50]=[CH:49][CH:48]=2)=[O:31])[C:11]2[CH:17]=[CH:16][C:15](=[O:18])[N:14]([C:19]3[C:20]([F:26])=[CH:21][CH:22]=[CH:23][C:24]=3[F:25])[C:12]=2[N:13]=1)[CH3:2]. The yield is 0.490.